From a dataset of Forward reaction prediction with 1.9M reactions from USPTO patents (1976-2016). Predict the product of the given reaction. (1) Given the reactants [N+:1]([CH:3]([CH3:11])[C:4]([O:6][CH2:7][CH2:8][CH2:9][CH3:10])=[O:5])#[C-:2].C(C(CCCC)CN(CC(CC)CCCC)CC(CC)CCCC)C, predict the reaction product. The product is: [CH3:11][C:3]1[N:1]=[CH:2][O:5][C:4]=1[O:6][CH2:7][CH2:8][CH2:9][CH3:10]. (2) Given the reactants [C:1]([C:5]1[O:9][N:8]=[C:7]([NH:10][C:11]([N:13]2[CH2:19][CH2:18][CH2:17][NH:16][CH2:15][CH2:14]2)=[O:12])[CH:6]=1)([CH3:4])([CH3:3])[CH3:2].Cl[C:21]1[N:26]=[CH:25][C:24]([CH2:27][CH3:28])=[CH:23][N:22]=1.C(=O)([O-])[O-].[K+].[K+], predict the reaction product. The product is: [C:1]([C:5]1[O:9][N:8]=[C:7]([NH:10][C:11]([N:13]2[CH2:19][CH2:18][CH2:17][N:16]([C:21]3[N:26]=[CH:25][C:24]([CH2:27][CH3:28])=[CH:23][N:22]=3)[CH2:15][CH2:14]2)=[O:12])[CH:6]=1)([CH3:4])([CH3:2])[CH3:3]. (3) The product is: [C:1]([N:4]1[CH2:5][CH2:6][C:7]([CH2:14][N:15]2[CH2:20][CH2:19][N:18]([S:21]([C:24]3[CH2:25][O:26][C:27]4[CH:34]=[C:33]([Cl:35])[CH:32]=[CH:31][C:28]=4[CH:29]=3)(=[O:22])=[O:23])[CH2:17][C:16]2=[O:36])([C:10]([O:12][CH3:13])=[O:11])[CH2:8][CH2:9]1)(=[O:3])[CH3:2]. Given the reactants [C:1]([N:4]1[CH2:9][CH2:8][C:7]([CH2:14][N:15]2[CH2:20][CH2:19][N:18]([S:21]([C:24]3[C:29](=O)[C:28]4[CH:31]=[CH:32][C:33]([Cl:35])=[CH:34][C:27]=4[O:26][CH:25]=3)(=[O:23])=[O:22])[CH2:17][C:16]2=[O:36])([C:10]([O:12][CH3:13])=[O:11])[CH2:6][CH2:5]1)(=[O:3])[CH3:2].[BH4-].[Na+], predict the reaction product. (4) Given the reactants [NH2:1][C:2]1[CH:10]=[CH:9][C:5]([C:6]([OH:8])=O)=[CH:4][C:3]=1[F:11].[NH:12]1[CH2:17][CH2:16][CH2:15][C@@H:14]2[C:18]3[CH:19]=[CH:20][CH:21]=[CH:22][C:23]=3[CH2:24][C@H:13]12.F[P-](F)(F)(F)(F)F.N1(OC(N(C)C)=[N+](C)C)C2N=CC=CC=2N=N1, predict the reaction product. The product is: [NH2:1][C:2]1[CH:10]=[CH:9][C:5]([C:6]([N:12]2[CH2:17][CH2:16][CH2:15][C@@H:14]3[C:18]4[CH:19]=[CH:20][CH:21]=[CH:22][C:23]=4[CH2:24][C@H:13]23)=[O:8])=[CH:4][C:3]=1[F:11]. (5) Given the reactants Br[C:2]1[CH:3]=[C:4]([C:19]([O:21][CH3:22])=[O:20])[CH:5]=[C:6]2[C:11]=1[O:10][C:9]([N:12]1[CH2:17][CH2:16][O:15][CH2:14][CH2:13]1)=[CH:8][C:7]2=[O:18].C([Sn](CCCC)(CCCC)[C:28]([O:30]CC)=[CH2:29])CCC, predict the reaction product. The product is: [C:28]([C:2]1[CH:3]=[C:4]([C:19]([O:21][CH3:22])=[O:20])[CH:5]=[C:6]2[C:11]=1[O:10][C:9]([N:12]1[CH2:17][CH2:16][O:15][CH2:14][CH2:13]1)=[CH:8][C:7]2=[O:18])(=[O:30])[CH3:29].